This data is from Catalyst prediction with 721,799 reactions and 888 catalyst types from USPTO. The task is: Predict which catalyst facilitates the given reaction. (1) Reactant: O.NN.[O:4]=[S:5]1(=[O:23])[CH2:10][CH2:9][CH:8]([CH2:11][N:12]2C(=O)C3C(=CC=CC=3)C2=O)[CH2:7][CH2:6]1. Product: [O:4]=[S:5]1(=[O:23])[CH2:10][CH2:9][CH:8]([CH2:11][NH2:12])[CH2:7][CH2:6]1. The catalyst class is: 8. (2) Reactant: [F:1][C:2]1[CH:3]=[C:4]2[C:8](=[CH:9][C:10]=1[F:11])[CH2:7][C:6]([NH:15][C:16](=[O:28])[C:17]1[CH:22]=[CH:21][CH:20]=[C:19]([CH3:23])[C:18]=1[CH:24]=[C:25]([CH3:27])[CH3:26])([C:12]([OH:14])=[O:13])[CH2:5]2. Product: [F:1][C:2]1[CH:3]=[C:4]2[C:8](=[CH:9][C:10]=1[F:11])[CH2:7][C:6]([NH:15][C:16](=[O:28])[C:17]1[CH:22]=[CH:21][CH:20]=[C:19]([CH3:23])[C:18]=1[CH2:24][CH:25]([CH3:26])[CH3:27])([C:12]([OH:14])=[O:13])[CH2:5]2. The catalyst class is: 285. (3) Reactant: [Cl:1][C:2]1[C:3]([F:28])=[C:4]([CH:8]2[C:12]([C:15]3[CH:20]=[CH:19][C:18]([Cl:21])=[CH:17][C:16]=3[F:22])([C:13]#[N:14])[CH:11]([CH2:23][C:24]([CH3:27])([CH3:26])[CH3:25])[CH2:10][NH:9]2)[CH:5]=[CH:6][CH:7]=1.[C:29](Cl)(Cl)=[O:30].C(N(CC)CC)C.[CH2:40]([N:42]1[CH2:47][CH2:46][NH:45][CH2:44][CH2:43]1)[CH3:41]. Product: [Cl:1][C:2]1[C:3]([F:28])=[C:4]([CH:8]2[C:12]([C:15]3[CH:20]=[CH:19][C:18]([Cl:21])=[CH:17][C:16]=3[F:22])([C:13]#[N:14])[CH:11]([CH2:23][C:24]([CH3:25])([CH3:27])[CH3:26])[CH2:10][N:9]2[C:29]([N:45]2[CH2:46][CH2:47][N:42]([CH2:40][CH3:41])[CH2:43][CH2:44]2)=[O:30])[CH:5]=[CH:6][CH:7]=1. The catalyst class is: 2.